From a dataset of Full USPTO retrosynthesis dataset with 1.9M reactions from patents (1976-2016). Predict the reactants needed to synthesize the given product. Given the product [CH2:1]([O:4][N:5]=[C:6]1[CH2:7][C@@H:8]([C:18]2[NH:44][C:37]3[CH:42]=[CH:41][CH:40]=[CH:39][C:38]=3[N:43]=2)[N:9]([C:11](=[O:13])[CH:27]([C:21]2[CH:22]=[CH:23][CH:24]=[CH:25][CH:26]=2)[C:31]2[CH:32]=[CH:33][CH:34]=[CH:35][CH:36]=2)[CH2:10]1)[CH:2]=[CH2:3], predict the reactants needed to synthesize it. The reactants are: [CH2:1]([O:4][N:5]=[C:6]1[CH2:10][N:9]([C:11]([O:13]C(C)(C)C)=O)[C@H:8]([C:18](O)=O)[CH2:7]1)[CH:2]=[CH2:3].[C:21]1([CH:27]([C:31]2[CH:36]=[CH:35][CH:34]=[CH:33][CH:32]=2)C(Cl)=O)[CH:26]=[CH:25][CH:24]=[CH:23][CH:22]=1.[C:37]1([NH2:44])[C:38]([NH2:43])=[CH:39][CH:40]=[CH:41][CH:42]=1.